This data is from TCR-epitope binding with 47,182 pairs between 192 epitopes and 23,139 TCRs. The task is: Binary Classification. Given a T-cell receptor sequence (or CDR3 region) and an epitope sequence, predict whether binding occurs between them. The epitope is AYILFTRFFYV. The TCR CDR3 sequence is CSVEGGNPLYNEQFF. Result: 1 (the TCR binds to the epitope).